Dataset: Catalyst prediction with 721,799 reactions and 888 catalyst types from USPTO. Task: Predict which catalyst facilitates the given reaction. (1) The catalyst class is: 6. Reactant: [I:1][C:2]1[CH:7]=[CH:6][C:5]([C:8](=O)[CH2:9][C:10]([O:12]CC)=[O:11])=[CH:4][CH:3]=1.Cl.[NH2:17]O.[OH-].[Na+]. Product: [I:1][C:2]1[CH:7]=[CH:6][C:5]([C:8]2[CH2:9][C:10](=[O:11])[O:12][N:17]=2)=[CH:4][CH:3]=1. (2) Reactant: [N:1]1[N:5]2[CH:6]=[CH:7][CH:8]=[CH:9][C:4]2=[CH:3][C:2]=1[CH:10]=O.[CH3:12][O:13][C:14]1[N:19]=[C:18]([NH2:20])[CH:17]=[N:16][CH:15]=1. Product: [CH3:12][O:13][C:14]1[N:19]=[C:18]([N:20]=[CH:10][C:2]2[CH:3]=[C:4]3[CH:9]=[CH:8][CH:7]=[CH:6][N:5]3[N:1]=2)[CH:17]=[N:16][CH:15]=1. The catalyst class is: 8. (3) Reactant: [CH2:1]([O:5][C:6]([C:8]1[N:9]=[C:10](Br)[C:11]2[C:16]([C:17]=1[OH:18])=[CH:15][C:14]([O:19][CH3:20])=[CH:13][CH:12]=2)=[O:7])[CH2:2][CH2:3][CH3:4].[Cu][C:23]#[N:24]. Product: [CH2:1]([O:5][C:6]([C:8]1[N:9]=[C:10]([C:23]#[N:24])[C:11]2[C:16]([C:17]=1[OH:18])=[CH:15][C:14]([O:19][CH3:20])=[CH:13][CH:12]=2)=[O:7])[CH2:2][CH2:3][CH3:4]. The catalyst class is: 9.